Predict the product of the given reaction. From a dataset of Forward reaction prediction with 1.9M reactions from USPTO patents (1976-2016). The product is: [O:1]=[C:2]1[CH2:7][S:6][C:5]2[CH:8]=[CH:9][C:10]([C:12]([NH:14][N:15]3[CH2:20][CH2:19][NH:18][CH2:17][CH2:16]3)=[O:13])=[N:11][C:4]=2[NH:3]1. Given the reactants [O:1]=[C:2]1[CH2:7][S:6][C:5]2[CH:8]=[CH:9][C:10]([C:12]([NH:14][N:15]3[CH2:20][CH2:19][N:18](C(OC(C)(C)C)=O)[CH2:17][CH2:16]3)=[O:13])=[N:11][C:4]=2[NH:3]1.Cl.O1CCOCC1, predict the reaction product.